Regression. Given a peptide amino acid sequence and an MHC pseudo amino acid sequence, predict their binding affinity value. This is MHC class I binding data. From a dataset of Peptide-MHC class I binding affinity with 185,985 pairs from IEDB/IMGT. The binding affinity (normalized) is 0.158. The peptide sequence is TPPVDRMAV. The MHC is HLA-B08:01 with pseudo-sequence HLA-B08:01.